Dataset: Catalyst prediction with 721,799 reactions and 888 catalyst types from USPTO. Task: Predict which catalyst facilitates the given reaction. (1) Reactant: [H-].[Na+].C([O:6][CH2:7][C:8]1([C:11]2[CH:16]=[CH:15][C:14]([C:17]3[N:22]=[C:21]4[CH:23]=[C:24]([Cl:26])[NH:25][C:20]4=[CH:19][C:18]=3[Cl:27])=[CH:13][CH:12]=2)[CH2:10][CH2:9]1)(=O)C.Cl[CH2:29][O:30][CH2:31][CH2:32][Si:33]([CH3:36])([CH3:35])[CH3:34]. Product: [Cl:26][C:24]1[N:25]([CH2:29][O:30][CH2:31][CH2:32][Si:33]([CH3:36])([CH3:35])[CH3:34])[C:20]2[C:21](=[N:22][C:17]([C:14]3[CH:13]=[CH:12][C:11]([C:8]4([CH2:7][OH:6])[CH2:10][CH2:9]4)=[CH:16][CH:15]=3)=[C:18]([Cl:27])[CH:19]=2)[CH:23]=1. The catalyst class is: 9. (2) Reactant: [CH:1]1([NH:4][C:5]([C:7]2[CH:8]=[CH:9][C:10]([CH3:35])=[C:11]([C:13]3[CH:14]=[C:15]4[C:19](=[CH:20][CH:21]=3)[N:18]([CH:22]3[CH2:27][CH2:26][N:25](C(OC(C)(C)C)=O)[CH2:24][CH2:23]3)[N:17]=[CH:16]4)[CH:12]=2)=[O:6])[CH2:3][CH2:2]1.[ClH:36].CO. Product: [ClH:36].[CH:1]1([NH:4][C:5](=[O:6])[C:7]2[CH:8]=[CH:9][C:10]([CH3:35])=[C:11]([C:13]3[CH:14]=[C:15]4[C:19](=[CH:20][CH:21]=3)[N:18]([CH:22]3[CH2:27][CH2:26][NH:25][CH2:24][CH2:23]3)[N:17]=[CH:16]4)[CH:12]=2)[CH2:3][CH2:2]1. The catalyst class is: 12. (3) Reactant: [Cl:1][C:2]1[CH:34]=[C:33]([Cl:35])[CH:32]=[CH:31][C:3]=1[CH2:4][N:5]1[C:9]([CH2:10][CH2:11][CH2:12][O:13][C:14]2[C:19]([O:20][CH3:21])=[CH:18][CH:17]=[CH:16][C:15]=2[CH2:22][C:23]([O:25][CH3:26])=[O:24])=[CH:8][C:7]([O:27]COC)=[N:6]1. Product: [Cl:1][C:2]1[CH:34]=[C:33]([Cl:35])[CH:32]=[CH:31][C:3]=1[CH2:4][N:5]1[C:9]([CH2:10][CH2:11][CH2:12][O:13][C:14]2[C:19]([O:20][CH3:21])=[CH:18][CH:17]=[CH:16][C:15]=2[CH2:22][C:23]([O:25][CH3:26])=[O:24])=[CH:8][C:7]([OH:27])=[N:6]1. The catalyst class is: 240. (4) Reactant: C([C:3]1[CH:4]=[CH:5][C:6]2[C:10]3[CH:11]=[CH:12]C=[CH:14][C:9]=3[O:8][C:7]=2[CH:15]=1)#N.Cl.[NH2:17][OH:18].C([N:21]([CH2:24][CH3:25])CC)C.O. Product: [OH:18][N:17]=[C:24]([C:25]1[CH:12]=[CH:11][C:10]2[C:6]3[CH:5]=[CH:4][CH:3]=[CH:15][C:7]=3[O:8][C:9]=2[CH:14]=1)[NH2:21]. The catalyst class is: 3.